Task: Predict the product of the given reaction.. Dataset: Forward reaction prediction with 1.9M reactions from USPTO patents (1976-2016) (1) The product is: [N:1]([CH2:4][CH2:5][CH:6]([S:11]([OH:14])(=[O:12])=[O:13])[C:7]([OH:9])=[O:8])=[N+:2]=[N-:3]. Given the reactants [N:1]([CH2:4][CH2:5][CH:6]([S:11]([OH:14])(=[O:13])=[O:12])[C:7]([O:9]C)=[O:8])=[N+:2]=[N-:3], predict the reaction product. (2) Given the reactants [Br:1][C:2]1[CH:3]=[CH:4][CH:5]=[C:6]2[C:11]=1[NH:10][C:9](=O)[N:8]([CH2:13][CH2:14][S:15]([CH3:18])(=[O:17])=[O:16])[C:7]2=[O:19].F[P-](F)(F)(F)(F)F.N1(O[P+](N(C)C)(N(C)C)N(C)C)C2C=CC=CC=2N=N1.N12CCCN=C1CCCCC2.[C:58]([NH2:62])([CH3:61])([CH3:60])[CH3:59], predict the reaction product. The product is: [Br:1][C:2]1[CH:3]=[CH:4][CH:5]=[C:6]2[C:11]=1[N:10]=[C:9]([NH:62][C:58]([CH3:61])([CH3:60])[CH3:59])[N:8]([CH2:13][CH2:14][S:15]([CH3:18])(=[O:17])=[O:16])[C:7]2=[O:19]. (3) Given the reactants [CH3:1][C:2]1[C:6]2[CH:7]=[CH:8][CH:9]=[CH:10][C:5]=2[S:4][CH:3]=1.[CH:11]1([C:16](Cl)=[O:17])[CH2:15][CH2:14][CH2:13][CH2:12]1.[N+](C)([O-])=O.[Cl-].[Al+3].[Cl-].[Cl-], predict the reaction product. The product is: [CH:11]1([C:16]([C:3]2[S:4][C:5]3[CH:10]=[CH:9][CH:8]=[CH:7][C:6]=3[C:2]=2[CH3:1])=[O:17])[CH2:15][CH2:14][CH2:13][CH2:12]1. (4) The product is: [Cl:7][C:8]1[N:13]=[C:12]([C:14]([O:16][C:30]2[CH2:35][CH2:34][CH2:33][C:32](=[O:36])[CH:31]=2)=[O:15])[C:11](=[O:17])[N:10]([CH2:18][CH2:19][O:20][CH3:21])[C:9]=1[C:22]1[CH:27]=[C:26]([F:28])[CH:25]=[C:24]([F:29])[CH:23]=1. Given the reactants C(Cl)(=O)C(Cl)=O.[Cl:7][C:8]1[N:13]=[C:12]([C:14]([OH:16])=[O:15])[C:11](=[O:17])[N:10]([CH2:18][CH2:19][O:20][CH3:21])[C:9]=1[C:22]1[CH:27]=[C:26]([F:28])[CH:25]=[C:24]([F:29])[CH:23]=1.[C:30]1(=O)[CH2:35][CH2:34][CH2:33][C:32](=[O:36])[CH2:31]1.C(N(CC)CC)C, predict the reaction product. (5) Given the reactants [N:1]([CH2:4][CH2:5][CH2:6][CH2:7][CH2:8][CH2:9][CH3:10])=[N+:2]=[N-:3].[C:11]([C:13]1[CH:18]=[CH:17][CH:16]=[C:15]([F:19])[CH:14]=1)#[CH:12], predict the reaction product. The product is: [F:19][C:15]1[CH:14]=[C:13]([C:11]2[N:3]=[N:2][N:1]([CH2:4][CH2:5][CH2:6][CH2:7][CH2:8][CH2:9][CH3:10])[CH:12]=2)[CH:18]=[CH:17][CH:16]=1.